Task: Predict which catalyst facilitates the given reaction.. Dataset: Catalyst prediction with 721,799 reactions and 888 catalyst types from USPTO (1) Reactant: [Cl:1][C:2]1[CH:3]=[C:4]([C@@H:12]([CH2:26][CH:27]2[CH2:31][CH2:30][CH2:29][CH2:28]2)[C:13]([NH:15][C:16]2[CH:20]=[CH:19][N:18]([CH2:21][CH2:22][C:23](O)=[O:24])[N:17]=2)=[O:14])[CH:5]=[CH:6][C:7]=1[S:8]([CH3:11])(=[O:10])=[O:9].C(Cl)(=O)C(Cl)=O.[N:38]1C(C)=C[CH:41]=[CH:40][C:39]=1C.C(N)C=C. Product: [CH2:39]([NH:38][C:23]([CH2:22][CH2:21][N:18]1[CH:19]=[CH:20][C:16]([NH:15][C:13](=[O:14])[C@@H:12]([C:4]2[CH:5]=[CH:6][C:7]([S:8]([CH3:11])(=[O:9])=[O:10])=[C:2]([Cl:1])[CH:3]=2)[CH2:26][CH:27]2[CH2:28][CH2:29][CH2:30][CH2:31]2)=[N:17]1)=[O:24])[CH:40]=[CH2:41]. The catalyst class is: 2. (2) The catalyst class is: 4. Reactant: [C:1]1([CH:7]2[CH2:11][CH2:10][NH:9][CH2:8]2)[CH:6]=[CH:5][CH:4]=[CH:3][CH:2]=1.[C:12]1([CH2:18][C:19](Cl)=[O:20])[CH:17]=[CH:16][CH:15]=[CH:14][CH:13]=1.C(N(CC)CC)C. Product: [C:12]1([CH2:18][C:19]([N:9]2[CH2:10][CH2:11][CH:7]([C:1]3[CH:6]=[CH:5][CH:4]=[CH:3][CH:2]=3)[CH2:8]2)=[O:20])[CH:17]=[CH:16][CH:15]=[CH:14][CH:13]=1. (3) Reactant: [CH3:1][O:2][C:3]1[N:4]=[C:5]2[C:10](=[CH:11][CH:12]=1)[N:9]=[CH:8][C:7]([C:13]#[N:14])=[C:6]2[CH2:15][CH:16]=[CH2:17].C1C[O:21]CC1.Cl([O-])(=O)=O.[Na+].[OH2:28]. Product: [OH:28][CH:16]([CH2:17][OH:21])[CH2:15][C:6]1[C:5]2[C:10](=[CH:11][CH:12]=[C:3]([O:2][CH3:1])[N:4]=2)[N:9]=[CH:8][C:7]=1[C:13]#[N:14]. The catalyst class is: 771. (4) Reactant: [CH2:1]([C:3]1[N:7]([C:8]2[N:16]=[C:15]3[C:11]([N:12]=[C:13]([C:18](O)=[O:19])[N:14]3[CH3:17])=[C:10]([N:21]3[CH2:26][CH2:25][O:24][CH2:23][CH2:22]3)[N:9]=2)[C:6]2[CH:27]=[CH:28][CH:29]=[CH:30][C:5]=2[N:4]=1)[CH3:2].[CH3:31][S:32]([N:35]1[CH2:40][CH2:39][NH:38][C:37]([CH3:42])([CH3:41])[CH2:36]1)(=[O:34])=[O:33].CN(C(ON1N=NC2C=CC=NC1=2)=[N+](C)C)C.F[P-](F)(F)(F)(F)F.CCN(CC)CC. Product: [CH3:41][C:37]1([CH3:42])[CH2:36][N:35]([S:32]([CH3:31])(=[O:33])=[O:34])[CH2:40][CH2:39][N:38]1[C:18]([C:13]1[N:14]([CH3:17])[C:15]2[C:11]([N:12]=1)=[C:10]([N:21]1[CH2:22][CH2:23][O:24][CH2:25][CH2:26]1)[N:9]=[C:8]([N:7]1[C:6]3[CH:27]=[CH:28][CH:29]=[CH:30][C:5]=3[N:4]=[C:3]1[CH2:1][CH3:2])[N:16]=2)=[O:19]. The catalyst class is: 3. (5) Reactant: Br[C:2]1[CH:3]=[CH:4][C:5]2[C@H:10]([CH2:11][CH2:12][OH:13])[O:9][CH2:8][CH2:7][C:6]=2[CH:14]=1.[O:15]1[CH2:19][CH2:18][NH:17][C:16]1=[O:20].[C@@H]1(N)CCCC[C@H]1N.C(=O)([O-])[O-].[K+].[K+].N. Product: [OH:13][CH2:12][CH2:11][C@H:10]1[C:5]2[CH:4]=[CH:3][C:2]([N:17]3[CH2:18][CH2:19][O:15][C:16]3=[O:20])=[CH:14][C:6]=2[CH2:7][CH2:8][O:9]1. The catalyst class is: 185. (6) Reactant: [C:1]([CH:3]1[CH2:8][CH2:7][N:6]([C:9]([N:11]2[CH2:17][C:16]3[CH:18]=[C:19]([C:22]4[CH:27]=[CH:26][C:25]([C:28]5[N:29](C(OCC(C)C)=O)[CH:30]=[CH:31][N:32]=5)=[CH:24][CH:23]=4)[CH:20]=[CH:21][C:15]=3[O:14][CH2:13][CH2:12]2)=[O:10])[CH2:5][CH2:4]1)#[N:2].CO.C1COCC1.C(=O)([O-])[O-].[K+].[K+]. Product: [NH:29]1[CH:30]=[CH:31][N:32]=[C:28]1[C:25]1[CH:26]=[CH:27][C:22]([C:19]2[CH:20]=[CH:21][C:15]3[O:14][CH2:13][CH2:12][N:11]([C:9]([N:6]4[CH2:7][CH2:8][CH:3]([C:1]#[N:2])[CH2:4][CH2:5]4)=[O:10])[CH2:17][C:16]=3[CH:18]=2)=[CH:23][CH:24]=1. The catalyst class is: 6. (7) Reactant: [CH2:1]([C:5]1[C:6]([C:31]2[CH:36]=[CH:35][CH:34]=[CH:33][CH:32]=2)=[C:7]([O:17][C:18]2[CH:23]=[CH:22][C:21](/[CH:24]=[CH:25]/[C:26]([O:28]CC)=[O:27])=[CH:20][CH:19]=2)[C:8]2[C:13]([CH:14]=1)=[CH:12][C:11]([O:15][CH3:16])=[CH:10][CH:9]=2)[CH2:2][CH2:3][CH3:4].[OH-].[Na+]. Product: [CH2:1]([C:5]1[C:6]([C:31]2[CH:32]=[CH:33][CH:34]=[CH:35][CH:36]=2)=[C:7]([O:17][C:18]2[CH:23]=[CH:22][C:21](/[CH:24]=[CH:25]/[C:26]([OH:28])=[O:27])=[CH:20][CH:19]=2)[C:8]2[C:13]([CH:14]=1)=[CH:12][C:11]([O:15][CH3:16])=[CH:10][CH:9]=2)[CH2:2][CH2:3][CH3:4]. The catalyst class is: 242. (8) The catalyst class is: 47. Product: [Cl:9][CH2:8][C:7]([C:15]1[S:16][CH:17]=[C:18]([Br:19])[C:14]=1[Br:13])=[O:10]. Reactant: BrC1SC(Cl)=C(Cl)C=1[C:7](=[O:10])[CH2:8][Cl:9].[Br:13][C:14]1[C:18]([Br:19])=[CH:17][S:16][CH:15]=1.ClCC(Cl)=O.CCCCCC.C(OCC)(=O)C. (9) Reactant: Br[C:2]1[CH:3]=[C:4]([C:8]2([CH3:16])[CH2:13][O:12][N:11]([CH3:14])[C:10](=[NH:15])[NH:9]2)[CH:5]=[CH:6][CH:7]=1.[C:17]([C:19]1[CH:20]=[C:21](B(O)O)[CH:22]=[CH:23][CH:24]=1)#[N:18].C([O-])([O-])=O.[K+].[K+]. Product: [C:17]([C:19]1[CH:24]=[C:23]([C:2]2[CH:3]=[C:4]([C:8]3([CH3:16])[CH2:13][O:12][N:11]([CH3:14])[C:10](=[NH:15])[NH:9]3)[CH:5]=[CH:6][CH:7]=2)[CH:22]=[CH:21][CH:20]=1)#[N:18]. The catalyst class is: 8. (10) Reactant: [OH:1][C:2]1[CH:3]=[C:4]([CH2:8][CH2:9][CH2:10][NH:11][C:12]2[N:17]=[C:16]([CH3:18])[C:15]([C:19]([NH:21][C@@H:22]([CH2:26][NH:27][C:28]([C:30]3[S:31][CH:32]=[CH:33][CH:34]=3)=[O:29])[C:23]([OH:25])=[O:24])=[O:20])=[C:14]([CH3:35])[N:13]=2)[CH:5]=[CH:6][CH:7]=1.Cl[CH:37]([O:39][C:40](=[O:45])[C:41]([CH3:44])([CH3:43])[CH3:42])[CH3:38].[I-].[Na+].C(N(CC)CC)C. Product: [CH3:42][C:41]([CH3:44])([CH3:43])[C:40]([O:39][CH:37]([O:24][C:23](=[O:25])[C@@H:22]([NH:21][C:19]([C:15]1[C:16]([CH3:18])=[N:17][C:12]([NH:11][CH2:10][CH2:9][CH2:8][C:4]2[CH:5]=[CH:6][CH:7]=[C:2]([OH:1])[CH:3]=2)=[N:13][C:14]=1[CH3:35])=[O:20])[CH2:26][NH:27][C:28]([C:30]1[S:31][CH:32]=[CH:33][CH:34]=1)=[O:29])[CH3:38])=[O:45]. The catalyst class is: 31.